Dataset: Full USPTO retrosynthesis dataset with 1.9M reactions from patents (1976-2016). Task: Predict the reactants needed to synthesize the given product. (1) The reactants are: [I-].[CH3:2][S+](C)(C)=O.[C:7]([O:11][C:12]([N:14]1[CH2:19][CH2:18][C:17](=[O:20])[CH2:16][CH2:15]1)=[O:13])([CH3:10])([CH3:9])[CH3:8].[OH-].[Na+]. Given the product [C:7]([O:11][C:12]([N:14]1[CH2:15][CH2:16][C:17]2([O:20][CH2:2]2)[CH2:18][CH2:19]1)=[O:13])([CH3:10])([CH3:8])[CH3:9], predict the reactants needed to synthesize it. (2) Given the product [OH:27][C@H:28]([C:44]([CH3:48])([CH3:47])[CH2:45][O:46][P:10]([NH:2][C@@H:3]([CH3:4])[C:5]([O:7][CH3:8])=[O:6])([O:13][C:14]1[CH:19]=[CH:18][CH:17]=[CH:16][CH:15]=1)=[O:11])[C:29]([NH:31][CH2:32][CH2:33][C:34]([O:36][CH2:37][C:38]1[CH:39]=[CH:40][CH:41]=[CH:42][CH:43]=1)=[O:35])=[O:30], predict the reactants needed to synthesize it. The reactants are: Cl.[NH2:2][C@H:3]([C:5]([O:7][CH3:8])=[O:6])[CH3:4].Cl[P:10]([O:13][C:14]1[CH:19]=[CH:18][CH:17]=[CH:16][CH:15]=1)(Cl)=[O:11].CCN(CC)CC.[OH:27][C@H:28]([C:44]([CH3:48])([CH3:47])[CH2:45][OH:46])[C:29]([NH:31][CH2:32][CH2:33][C:34]([O:36][CH2:37][C:38]1[CH:43]=[CH:42][CH:41]=[CH:40][CH:39]=1)=[O:35])=[O:30]. (3) Given the product [NH2:19][C:17]1[CH:16]=[CH:15][C:4]([O:5][CH2:6][CH2:7][N:8]2[CH2:12][CH2:11][CH2:10][C@H:9]2[CH2:13][OH:14])=[C:3]([O:2][CH3:1])[CH:18]=1, predict the reactants needed to synthesize it. The reactants are: [CH3:1][O:2][C:3]1[CH:18]=[C:17]([N+:19]([O-])=O)[CH:16]=[CH:15][C:4]=1[O:5][CH2:6][CH2:7][N:8]1[CH2:12][CH2:11][CH2:10][C@H:9]1[CH2:13][OH:14]. (4) Given the product [CH3:34][O:33][C:7]1[CH:8]=[C:9]2[C:14](=[CH:15][C:6]=1[O:5][CH2:4][CH2:3][CH2:2][N:41]1[CH2:46][CH2:45][O:44][CH2:43][CH2:42]1)[N:13]=[CH:12][CH:11]=[C:10]2[O:16][C:17]1[C:18]([C:27]([O:29][CH2:30][CH2:31][CH3:32])=[O:28])=[CH:19][C:20]2[C:25]([CH:26]=1)=[CH:24][CH:23]=[CH:22][CH:21]=2, predict the reactants needed to synthesize it. The reactants are: Cl[CH2:2][CH2:3][CH2:4][O:5][C:6]1[CH:15]=[C:14]2[C:9]([C:10]([O:16][C:17]3[C:18]([C:27]([O:29][CH2:30][CH2:31][CH3:32])=[O:28])=[CH:19][C:20]4[C:25]([CH:26]=3)=[CH:24][CH:23]=[CH:22][CH:21]=4)=[CH:11][CH:12]=[N:13]2)=[CH:8][C:7]=1[O:33][CH3:34].C(=O)([O-])[O-].[K+].[K+].[NH:41]1[CH2:46][CH2:45][O:44][CH2:43][CH2:42]1.O.